From a dataset of NCI-60 drug combinations with 297,098 pairs across 59 cell lines. Regression. Given two drug SMILES strings and cell line genomic features, predict the synergy score measuring deviation from expected non-interaction effect. (1) Drug 1: CC1C(C(=O)NC(C(=O)N2CCCC2C(=O)N(CC(=O)N(C(C(=O)O1)C(C)C)C)C)C(C)C)NC(=O)C3=C4C(=C(C=C3)C)OC5=C(C(=O)C(=C(C5=N4)C(=O)NC6C(OC(=O)C(N(C(=O)CN(C(=O)C7CCCN7C(=O)C(NC6=O)C(C)C)C)C)C(C)C)C)N)C. Drug 2: CC12CCC3C(C1CCC2OP(=O)(O)O)CCC4=C3C=CC(=C4)OC(=O)N(CCCl)CCCl.[Na+]. Cell line: MALME-3M. Synergy scores: CSS=35.0, Synergy_ZIP=15.5, Synergy_Bliss=22.0, Synergy_Loewe=11.4, Synergy_HSA=19.4. (2) Drug 1: CNC(=O)C1=CC=CC=C1SC2=CC3=C(C=C2)C(=NN3)C=CC4=CC=CC=N4. Drug 2: CC1CCCC2(C(O2)CC(NC(=O)CC(C(C(=O)C(C1O)C)(C)C)O)C(=CC3=CSC(=N3)C)C)C. Cell line: MOLT-4. Synergy scores: CSS=24.9, Synergy_ZIP=1.73, Synergy_Bliss=6.47, Synergy_Loewe=7.08, Synergy_HSA=7.26. (3) Drug 1: CC(C)CN1C=NC2=C1C3=CC=CC=C3N=C2N. Drug 2: C1C(C(OC1N2C=NC(=NC2=O)N)CO)O. Cell line: SNB-19. Synergy scores: CSS=3.93, Synergy_ZIP=-0.624, Synergy_Bliss=-4.42, Synergy_Loewe=-6.36, Synergy_HSA=-4.16. (4) Drug 1: CC=C1C(=O)NC(C(=O)OC2CC(=O)NC(C(=O)NC(CSSCCC=C2)C(=O)N1)C(C)C)C(C)C. Drug 2: CC12CCC3C(C1CCC2O)C(CC4=C3C=CC(=C4)O)CCCCCCCCCS(=O)CCCC(C(F)(F)F)(F)F. Cell line: SF-295. Synergy scores: CSS=8.28, Synergy_ZIP=-0.388, Synergy_Bliss=0.678, Synergy_Loewe=-32.5, Synergy_HSA=-0.0113. (5) Drug 1: CN(CCCl)CCCl.Cl. Drug 2: C1CC(=O)NC(=O)C1N2C(=O)C3=CC=CC=C3C2=O. Cell line: SF-539. Synergy scores: CSS=15.3, Synergy_ZIP=-0.804, Synergy_Bliss=2.92, Synergy_Loewe=-12.5, Synergy_HSA=2.23. (6) Drug 1: CNC(=O)C1=CC=CC=C1SC2=CC3=C(C=C2)C(=NN3)C=CC4=CC=CC=N4. Drug 2: C1=NC(=NC(=O)N1C2C(C(C(O2)CO)O)O)N. Cell line: HCC-2998. Synergy scores: CSS=13.5, Synergy_ZIP=0.900, Synergy_Bliss=3.03, Synergy_Loewe=1.88, Synergy_HSA=1.80. (7) Drug 1: C1CN1P(=S)(N2CC2)N3CC3. Drug 2: CC(C)CN1C=NC2=C1C3=CC=CC=C3N=C2N. Cell line: OVCAR-8. Synergy scores: CSS=21.9, Synergy_ZIP=-5.77, Synergy_Bliss=-1.73, Synergy_Loewe=-1.53, Synergy_HSA=-1.74.